Dataset: Reaction yield outcomes from USPTO patents with 853,638 reactions. Task: Predict the reaction yield, written as a fraction of the theoretical maximum amount of product (1.0 means a 100% yield; for example, 0.34 means a 34% yield). (1) The reactants are [CH3:1][CH:2]([CH3:21])[CH:3]=[C:4]([C:12]1[NH:20][C:15]2=[N:16][CH:17]=[CH:18][CH:19]=[C:14]2[CH:13]=1)[C:5]1[CH:6]=[C:7]([CH3:11])[CH:8]=[CH:9][CH:10]=1. The catalyst is O1CCCC1.CO.[Pd]. The product is [CH3:1][CH:2]([CH3:21])[CH2:3][CH:4]([C:12]1[NH:20][C:15]2=[N:16][CH:17]=[CH:18][CH:19]=[C:14]2[CH:13]=1)[C:5]1[CH:6]=[C:7]([CH3:11])[CH:8]=[CH:9][CH:10]=1. The yield is 0.813. (2) The reactants are [Cl:1][C:2]1[N:7]=[CH:6][C:5]2[NH:8][CH:9]=[N:10][C:4]=2[CH:3]=1.[H-].[Na+].Cl[CH2:14][C:15]1[CH:20]=[CH:19][C:18]([O:21][CH3:22])=[CH:17][CH:16]=1.O. The catalyst is C1COCC1. The product is [Cl:1][C:2]1[N:7]=[CH:6][C:5]2[N:8]([CH2:14][C:15]3[CH:20]=[CH:19][C:18]([O:21][CH3:22])=[CH:17][CH:16]=3)[CH:9]=[N:10][C:4]=2[CH:3]=1. The yield is 0.800. (3) The reactants are OS(O)(=O)=O.[OH:6][CH2:7][C:8]1[O:12][N:11]=[C:10]([C:13]([O:15][CH2:16][CH3:17])=[O:14])[CH:9]=1.CC([OH:21])C.C(OCC)(=O)C. The catalyst is O.CC(C)=O.[Cl-].[Na+].O.[O-2].[Cr+6].[O-2].[O-2]. The product is [CH2:16]([O:15][C:13]([C:10]1[CH:9]=[C:8]([C:7]([OH:21])=[O:6])[O:12][N:11]=1)=[O:14])[CH3:17]. The yield is 0.700.